Task: Regression. Given a peptide amino acid sequence and an MHC pseudo amino acid sequence, predict their binding affinity value. This is MHC class I binding data.. Dataset: Peptide-MHC class I binding affinity with 185,985 pairs from IEDB/IMGT (1) The MHC is HLA-B27:03 with pseudo-sequence HLA-B27:03. The binding affinity (normalized) is 0.0847. The peptide sequence is GLFWGGIWY. (2) The peptide sequence is ETAKVIKLVK. The MHC is HLA-A68:01 with pseudo-sequence HLA-A68:01. The binding affinity (normalized) is 0.717. (3) The peptide sequence is LNVSYLCHL. The MHC is HLA-A02:03 with pseudo-sequence HLA-A02:03. The binding affinity (normalized) is 0.180.